Dataset: Reaction yield outcomes from USPTO patents with 853,638 reactions. Task: Predict the reaction yield, written as a fraction of the theoretical maximum amount of product (1.0 means a 100% yield; for example, 0.34 means a 34% yield). (1) The reactants are S[C:2]1[N:3]=[C:4]([OH:12])[C:5]2[C@H:10]([CH3:11])[CH2:9][CH2:8][C:6]=2[N:7]=1.[NH4+].[OH-]. The catalyst is O.[Ni]. The product is [CH3:11][C@H:10]1[C:5]2[C:4]([OH:12])=[N:3][CH:2]=[N:7][C:6]=2[CH2:8][CH2:9]1. The yield is 0.990. (2) The reactants are [Cl-].O[NH3+:3].[C:4](=[O:7])([O-])[OH:5].[Na+].CS(C)=O.[CH2:13]([C:17]1[N:18]=[C:19]([CH3:48])[N:20]([C:39]2[CH:44]=[CH:43][C:42]([O:45][CH2:46][CH3:47])=[CH:41][CH:40]=2)[C:21](=[O:38])[C:22]=1[CH2:23][C:24]1[CH:29]=[CH:28][C:27]([C:30]2[C:31]([C:36]#[N:37])=[CH:32][CH:33]=[CH:34][CH:35]=2)=[CH:26][CH:25]=1)[CH2:14][CH2:15][CH3:16]. The catalyst is O.C(OCC)(=O)C. The product is [CH2:13]([C:17]1[N:18]=[C:19]([CH3:48])[N:20]([C:39]2[CH:40]=[CH:41][C:42]([O:45][CH2:46][CH3:47])=[CH:43][CH:44]=2)[C:21](=[O:38])[C:22]=1[CH2:23][C:24]1[CH:25]=[CH:26][C:27]([C:30]2[CH:35]=[CH:34][CH:33]=[CH:32][C:31]=2[C:36]2[NH:3][C:4](=[O:7])[O:5][N:37]=2)=[CH:28][CH:29]=1)[CH2:14][CH2:15][CH3:16]. The yield is 0.730. (3) The catalyst is CC(C)=O. The yield is 0.535. The reactants are [CH3:1][CH:2]([N:4]1[C:12](/[CH:13]=[CH:14]/[C@H:15]([OH:24])[CH2:16][C@H:17]([OH:23])[CH2:18][C:19]([O:21]C)=[O:20])=[C:11]([C:25]2[CH:30]=[CH:29][C:28]([F:31])=[CH:27][CH:26]=2)[C:10]2[C:5]1=[CH:6][CH:7]=[CH:8][CH:9]=2)[CH3:3].[OH-].[Na+:33].C(O)CCC. The product is [CH3:3][CH:2]([N:4]1[C:12](/[CH:13]=[CH:14]/[CH:15]([OH:24])[CH2:16][CH:17]([OH:23])[CH2:18][C:19]([O-:21])=[O:20])=[C:11]([C:25]2[CH:26]=[CH:27][C:28]([F:31])=[CH:29][CH:30]=2)[C:10]2[CH:9]=[CH:8][CH:7]=[CH:6][C:5]1=2)[CH3:1].[Na+:33].